From a dataset of Forward reaction prediction with 1.9M reactions from USPTO patents (1976-2016). Predict the product of the given reaction. (1) Given the reactants [NH2:1][C:2]1[C:11]([O:12][C@@H:13](C2C=CC=CC=2)[CH2:14][N:15]2[CH:19]=[CH:18][N:17]=[CH:16]2)=[CH:10][CH:9]=[C:8]2[C:3]=1[CH2:4][CH2:5][CH2:6][C:7]2=[O:26].[C:27]1([C:37]([OH:39])=O)[C:36]2[C:31](=[CH:32][CH:33]=[CH:34][CH:35]=2)[CH:30]=[CH:29][N:28]=1.CN(C(ON1N=N[C:50]2[CH:51]=[CH:52][CH:53]=[N:54][C:49]1=2)=[N+](C)C)C.F[P-](F)(F)(F)(F)F.CCN(CC)CC, predict the reaction product. The product is: [N:15]1([CH2:14][C@H:13]([C:52]2[CH:53]=[N:54][CH:49]=[CH:50][CH:51]=2)[O:12][C:11]2[CH:10]=[CH:9][C:8]3[C:7](=[O:26])[CH2:6][CH2:5][CH2:4][C:3]=3[C:2]=2[NH:1][C:37]([C:27]2[C:36]3[C:31](=[CH:32][CH:33]=[CH:34][CH:35]=3)[CH:30]=[CH:29][N:28]=2)=[O:39])[CH:19]=[CH:18][N:17]=[CH:16]1. (2) Given the reactants Cl.Cl.[CH3:3][O:4][C:5]1[CH:6]=[C:7]([NH:17][C:18]2[N:33]=[C:21]3[C:22]([C:27]4[CH2:28][CH2:29][NH:30][CH2:31][CH:32]=4)=[CH:23][C:24]([CH3:26])=[CH:25][N:20]3[N:19]=2)[CH:8]=[CH:9][C:10]=1[N:11]1[CH:15]=[C:14]([CH3:16])[N:13]=[CH:12]1.[C:34](Cl)(=[O:36])[CH3:35].C(Cl)Cl, predict the reaction product. The product is: [CH3:3][O:4][C:5]1[CH:6]=[C:7]([NH:17][C:18]2[N:33]=[C:21]3[C:22]([C:27]4[CH2:28][CH2:29][N:30]([C:34](=[O:36])[CH3:35])[CH2:31][CH:32]=4)=[CH:23][C:24]([CH3:26])=[CH:25][N:20]3[N:19]=2)[CH:8]=[CH:9][C:10]=1[N:11]1[CH:15]=[C:14]([CH3:16])[N:13]=[CH:12]1. (3) Given the reactants CC1C=CC(S(O)(=O)=O)=CC=1.[C:12]([O:20][C:21]1[CH:22]=[C:23]2[C:27](=[CH:28][CH:29]=1)[CH:26](O)[CH2:25][CH2:24]2)(=[O:19])[C:13]1[CH:18]=[CH:17][CH:16]=[CH:15][CH:14]=1.[O-]S([O-])(=O)=O.[Mg+2], predict the reaction product. The product is: [C:12]([O:20][C:21]1[CH:22]=[C:23]2[C:27]([CH:26]=[CH:25][CH2:24]2)=[CH:28][CH:29]=1)(=[O:19])[C:13]1[CH:14]=[CH:15][CH:16]=[CH:17][CH:18]=1. (4) Given the reactants [Mg].II.Br[CH2:5][C:6]([CH3:9])([CH3:8])[CH3:7].C([SiH:14]([CH:18]([CH3:20])[CH3:19])[CH:15]([CH3:17])[CH3:16])CCC, predict the reaction product. The product is: [CH:15]([SiH:14]([CH:18]([CH3:20])[CH3:19])[CH2:5][C:6]([CH3:9])([CH3:8])[CH3:7])([CH3:17])[CH3:16]. (5) Given the reactants [OH:1][C:2]1[CH:3]=[C:4]([CH:10]=[CH:11][C:12]=1[OH:13])[C:5]([O:7][CH2:8][CH3:9])=[O:6].[C:14](=O)([O-])[O-].[K+].[K+].IC, predict the reaction product. The product is: [OH:1][C:2]1[CH:3]=[C:4]([CH:10]=[CH:11][C:12]=1[O:13][CH3:14])[C:5]([O:7][CH2:8][CH3:9])=[O:6]. (6) Given the reactants C(OC(=O)[NH:10][C:11]1([CH3:27])[CH2:16][CH2:15][N:14]([C:17]2[CH:22]=[CH:21][C:20]([C:23]([F:26])([F:25])[F:24])=[CH:19][N:18]=2)[CH2:13][CH2:12]1)C1C=CC=CC=1.I[Si](C)(C)C, predict the reaction product. The product is: [CH3:27][C:11]1([NH2:10])[CH2:16][CH2:15][N:14]([C:17]2[CH:22]=[CH:21][C:20]([C:23]([F:26])([F:25])[F:24])=[CH:19][N:18]=2)[CH2:13][CH2:12]1. (7) Given the reactants [F:1][C:2]1[CH:7]=[C:6]([B:8]2[O:12][C:11]([CH3:14])([CH3:13])[C:10]([CH3:16])([CH3:15])[O:9]2)[CH:5]=[CH:4][C:3]=1CNC.[CH:20]([N:23](CC)C(C)C)(C)[CH3:21].Cl[C:30]([O:32][CH3:33])=[O:31], predict the reaction product. The product is: [F:1][C:2]1[CH:7]=[C:6]([B:8]2[O:12][C:11]([CH3:14])([CH3:13])[C:10]([CH3:16])([CH3:15])[O:9]2)[CH:5]=[CH:4][C:3]=1[CH2:21][CH2:20][NH:23][C:30](=[O:31])[O:32][CH3:33]. (8) The product is: [OH:12][CH2:11][C:10]#[C:9][CH2:8][O:13][S:20]([C:17]1[CH:18]=[CH:19][C:14]([CH3:24])=[CH:15][CH:16]=1)(=[O:22])=[O:21]. Given the reactants C(N(CC)CC)C.[CH2:8]([OH:13])[C:9]#[C:10][CH2:11][OH:12].[C:14]1([CH3:24])[CH:19]=[CH:18][C:17]([S:20](Cl)(=[O:22])=[O:21])=[CH:16][CH:15]=1, predict the reaction product. (9) Given the reactants [Cl:1][CH2:2][CH2:3][CH2:4][C:5](Cl)=[O:6].[CH3:8][O:9][C:10]([N:12]([C:24]1[C:33]([C:34]([O:36][CH3:37])=[O:35])=[C:32]2[C:27]([CH:28]3[CH2:38][CH:29]3[CH2:30][O:31]2)=[CH:26][CH:25]=1)[S:13]([C:16]1[CH:21]=[CH:20][C:19]([F:22])=[CH:18][C:17]=1[NH2:23])(=[O:15])=[O:14])=[O:11].C(N(CC)CC)C.C(=O)(O)[O-].[Na+], predict the reaction product. The product is: [CH3:8][O:9][C:10]([N:12]([C:24]1[C:33]([C:34]([O:36][CH3:37])=[O:35])=[C:32]2[C:27]([CH:28]3[CH2:38][CH:29]3[CH2:30][O:31]2)=[CH:26][CH:25]=1)[S:13]([C:16]1[CH:21]=[CH:20][C:19]([F:22])=[CH:18][C:17]=1[NH:23][C:5](=[O:6])[CH2:4][CH2:3][CH2:2][Cl:1])(=[O:14])=[O:15])=[O:11]. (10) The product is: [O:18]=[C:17]1[N:16]([C:19]2[CH:24]=[CH:23][C:22]([N:25]3[CH2:30][CH2:29][O:28][CH2:27][C:26]3=[O:31])=[CH:21][CH:20]=2)[CH2:3][C@H:2]([CH2:4][N:5]2[C:13](=[O:14])[C:12]3[C:7](=[CH:8][CH:9]=[CH:10][CH:11]=3)[C:6]2=[O:15])[O:1]1. Given the reactants [O:1]1[CH2:3][C@@H:2]1[CH2:4][N:5]1[C:13](=[O:14])[C:12]2[C:7](=[CH:8][CH:9]=[CH:10][CH:11]=2)[C:6]1=[O:15].[N:16]([C:19]1[CH:24]=[CH:23][C:22]([N:25]2[CH2:30][CH2:29][O:28][CH2:27][C:26]2=[O:31])=[CH:21][CH:20]=1)=[C:17]=[O:18].[Cl-].[Mg+2].[Cl-], predict the reaction product.